Dataset: Forward reaction prediction with 1.9M reactions from USPTO patents (1976-2016). Task: Predict the product of the given reaction. (1) Given the reactants O[CH:2]([CH2:18][CH2:19][N:20]1[C:25](=[O:26])[CH:24]=[N:23][C:22]2[CH:27]=[CH:28][C:29]([O:31]C)=[N:30][C:21]1=2)[CH2:3][N:4]1[CH2:9][CH2:8][CH:7]([NH:10][C:11](=[O:17])[O:12][C:13]([CH3:16])([CH3:15])[CH3:14])[CH2:6][CH2:5]1.CS(OS(C)(=O)=O)(=O)=O.C(N(C(C)C)CC)(C)C, predict the reaction product. The product is: [O:26]=[C:25]1[N:20]2[C:21]3[N:30]([CH:2]([CH2:3][N:4]4[CH2:9][CH2:8][CH:7]([NH:10][C:11](=[O:17])[O:12][C:13]([CH3:16])([CH3:15])[CH3:14])[CH2:6][CH2:5]4)[CH2:18][CH2:19]2)[C:29](=[O:31])[CH:28]=[CH:27][C:22]=3[N:23]=[CH:24]1. (2) Given the reactants [Cr](Cl)([O-])(=O)=O.[NH+]1C=CC=CC=1.[Br:12][C:13]1[CH:14]=[C:15]2[C:20](=[CH:21][CH:22]=1)[CH:19]=[C:18]([CH2:23][OH:24])[CH:17]=[CH:16]2.C(OCC)C, predict the reaction product. The product is: [Br:12][C:13]1[CH:14]=[C:15]2[C:20](=[CH:21][CH:22]=1)[CH:19]=[C:18]([CH:23]=[O:24])[CH:17]=[CH:16]2. (3) Given the reactants [Cl:1][C:2]1[CH:3]=[C:4]([OH:9])[CH:5]=[C:6]([Cl:8])[CH:7]=1.F[C:11]1[CH:18]=[CH:17][C:14]([CH:15]=[O:16])=[CH:13][CH:12]=1, predict the reaction product. The product is: [Cl:1][C:2]1[CH:3]=[C:4]([CH:5]=[C:6]([Cl:8])[CH:7]=1)[O:9][C:11]1[CH:18]=[CH:17][C:14]([CH:15]=[O:16])=[CH:13][CH:12]=1. (4) Given the reactants [NH:1]1[CH2:6][CH2:5][CH:4]([NH:7][C:8](=[O:14])[O:9][C:10]([CH3:13])([CH3:12])[CH3:11])[CH2:3][CH2:2]1.C(N(CC)CC)C.[CH3:22][N:23]([CH3:28])[S:24](Cl)(=[O:26])=[O:25].C(OCC)(=O)C, predict the reaction product. The product is: [CH3:22][N:23]([CH3:28])[S:24]([N:1]1[CH2:2][CH2:3][CH:4]([NH:7][C:8]([O:9][C:10]([CH3:11])([CH3:13])[CH3:12])=[O:14])[CH2:5][CH2:6]1)(=[O:26])=[O:25]. (5) Given the reactants CI.[Br:3][C:4]1[CH:5]=[C:6]([CH:9]=[CH:10][C:11]=1[CH:12]1[C:21]2[C:20](=[O:22])[CH2:19][CH2:18][CH2:17][C:16]=2[N:15]([C:23]2[CH:28]=[CH:27][CH:26]=[C:25]([C:29]([F:32])([F:31])[F:30])[CH:24]=2)[C:14](=[O:33])[NH:13]1)[C:7]#[N:8].[C:34](=O)([O-])[O-].[Cs+].[Cs+].C(OCC)(=O)C, predict the reaction product. The product is: [Br:3][C:4]1[CH:5]=[C:6]([CH:9]=[CH:10][C:11]=1[CH:12]1[C:21]2[C:20](=[O:22])[CH2:19][CH2:18][CH2:17][C:16]=2[N:15]([C:23]2[CH:28]=[CH:27][CH:26]=[C:25]([C:29]([F:31])([F:32])[F:30])[CH:24]=2)[C:14](=[O:33])[N:13]1[CH3:34])[C:7]#[N:8].